Dataset: Forward reaction prediction with 1.9M reactions from USPTO patents (1976-2016). Task: Predict the product of the given reaction. Given the reactants [NH2:1][CH2:2][CH:3]([OH:6])[CH2:4][NH2:5].[O-]S([O-])(=O)=O.[Na+].[Na+].[CH:14](=O)[C:15]1[CH:20]=[CH:19][CH:18]=[CH:17][CH:16]=1.[BH4-].[Na+], predict the reaction product. The product is: [CH2:14]([NH:1][CH2:2][CH:3]([OH:6])[CH2:4][NH:5][CH2:14][C:15]1[CH:20]=[CH:19][CH:18]=[CH:17][CH:16]=1)[C:15]1[CH:20]=[CH:19][CH:18]=[CH:17][CH:16]=1.